This data is from Catalyst prediction with 721,799 reactions and 888 catalyst types from USPTO. The task is: Predict which catalyst facilitates the given reaction. (1) Reactant: [NH2:1][C:2]1[CH:3]=[C:4]([CH:8]=[C:9]([C:11]([F:14])([F:13])[F:12])[CH:10]=1)[C:5]([OH:7])=O.[O:15]1[CH2:20][CH2:19][N:18]([CH2:21][CH2:22][NH2:23])[CH2:17][CH2:16]1.C(N(CC)CC)C.C(P1(=O)OP(CCC)(=O)OP(CCC)(=O)O1)CC. Product: [NH2:1][C:2]1[CH:3]=[C:4]([CH:8]=[C:9]([C:11]([F:14])([F:13])[F:12])[CH:10]=1)[C:5]([NH:23][CH2:22][CH2:21][N:18]1[CH2:19][CH2:20][O:15][CH2:16][CH2:17]1)=[O:7]. The catalyst class is: 2. (2) Reactant: [F:1][C:2]1[CH:3]=[CH:4][C:5]([CH2:8][O:9][C:10]2[CH:15]=[CH:14][N:13]([C:16]3[CH:24]=[C:23]4[C:19]([C:20]5[CH2:30][CH2:29][CH2:28][N:27](C(OC(C)(C)C)=O)[CH2:26][C:21]=5[N:22]4[CH3:25])=[CH:18][CH:17]=3)[C:12](=[O:38])[CH:11]=2)=[N:6][CH:7]=1.C[OH:40].[CH2:41]([Cl:43])[Cl:42].Cl. Product: [CH2:41]([Cl:43])[Cl:42].[CH3:8][OH:9].[NH4+:6].[OH-:40].[F:1][C:2]1[CH:3]=[CH:4][C:5]([CH2:8][O:9][C:10]2[CH:15]=[CH:14][N:13]([C:16]3[CH:24]=[C:23]4[C:19]([C:20]5[CH2:30][CH2:29][CH2:28][NH:27][CH2:26][C:21]=5[N:22]4[CH3:25])=[CH:18][CH:17]=3)[C:12](=[O:38])[CH:11]=2)=[N:6][CH:7]=1. The catalyst class is: 27.